From a dataset of Forward reaction prediction with 1.9M reactions from USPTO patents (1976-2016). Predict the product of the given reaction. (1) Given the reactants [Br:1][C:2]1[C:3]2[N:10]([CH2:11][CH3:12])[C:9]([CH2:13][C:14]#[N:15])=[N:8][C:4]=2[CH:5]=[N:6][CH:7]=1.[N:16]([O-:18])=O.[Na+].[OH-].[Na+].[NH2:22]O, predict the reaction product. The product is: [Br:1][C:2]1[C:3]2[N:10]([CH2:11][CH3:12])[C:9]([CH:13]3[NH:16][O:18][NH:15][CH:14]3[NH2:22])=[N:8][C:4]=2[CH:5]=[N:6][CH:7]=1. (2) Given the reactants [Mg].BrCCBr.[F:6][C:7]1[C:16]2[C:11](=[CH:12][CH:13]=[CH:14][CH:15]=2)[CH:10]=[CH:9][CH:8]=1.[Li+].[Cl-].C([Cu])#N.[CH2:22](Br)[CH:23]=[CH2:24].[NH4+].[Cl-], predict the reaction product. The product is: [CH2:24]([C:8]1[CH:9]=[CH:10][C:11]2[C:16](=[CH:15][CH:14]=[CH:13][CH:12]=2)[C:7]=1[F:6])[CH:23]=[CH2:22]. (3) Given the reactants [Cl:1][C:2]1[CH:7]=[CH:6][C:5]([C:8]2[C:12]([CH2:13][OH:14])=[C:11]([C:15]([F:18])([F:17])[F:16])[S:10][N:9]=2)=[CH:4][CH:3]=1.[F:19][C:20]1[C:25]([F:26])=[C:24](O)[CH:23]=[CH:22][C:21]=1/[CH:28]=[CH:29]/[C:30]([O:32]CC)=[O:31], predict the reaction product. The product is: [Cl:1][C:2]1[CH:7]=[CH:6][C:5]([C:8]2[C:12]([CH2:13][O:14][C:24]3[CH:23]=[CH:22][C:21](/[CH:28]=[CH:29]/[C:30]([OH:32])=[O:31])=[C:20]([F:19])[C:25]=3[F:26])=[C:11]([C:15]([F:16])([F:18])[F:17])[S:10][N:9]=2)=[CH:4][CH:3]=1.